This data is from Reaction yield outcomes from USPTO patents with 853,638 reactions. The task is: Predict the reaction yield, written as a fraction of the theoretical maximum amount of product (1.0 means a 100% yield; for example, 0.34 means a 34% yield). (1) The reactants are Cl[C:2]1[CH:7]=[C:6]([O:8][C:9]2[C:10]([CH3:16])=[CH:11][C:12]([NH2:15])=[N:13][CH:14]=2)[CH:5]=[CH:4][N:3]=1.[CH3:17][N:18]1[CH:22]=[C:21](B2OC(C)(C)C(C)(C)O2)[CH:20]=[N:19]1.C(=O)([O-])[O-].[Cs+].[Cs+].O. The catalyst is CN(C=O)C. The product is [CH3:16][C:10]1[C:9]([O:8][C:6]2[CH:5]=[CH:4][N:3]=[C:2]([C:21]3[CH:20]=[N:19][N:18]([CH3:17])[CH:22]=3)[CH:7]=2)=[CH:14][N:13]=[C:12]([NH2:15])[CH:11]=1. The yield is 0.610. (2) The reactants are [CH3:1][O:2][C:3](=[O:16])[C@@H:4]([NH:8][C:9]([O:11][C:12]([CH3:15])([CH3:14])[CH3:13])=[O:10])[C@H:5]([OH:7])[CH3:6].[C:17]([Si:21](Cl)([C:28]1[CH:33]=[CH:32][CH:31]=[CH:30][CH:29]=1)[C:22]1[CH:27]=[CH:26][CH:25]=[CH:24][CH:23]=1)([CH3:20])([CH3:19])[CH3:18].N1C=CN=C1. The catalyst is CN(C)C=O.O. The product is [CH3:1][O:2][C:3](=[O:16])[C@@H:4]([NH:8][C:9]([O:11][C:12]([CH3:15])([CH3:14])[CH3:13])=[O:10])[C@H:5]([O:7][Si:21]([C:17]([CH3:20])([CH3:19])[CH3:18])([C:28]1[CH:29]=[CH:30][CH:31]=[CH:32][CH:33]=1)[C:22]1[CH:27]=[CH:26][CH:25]=[CH:24][CH:23]=1)[CH3:6]. The yield is 0.950. (3) The reactants are C([O:4][C@@H:5]1[C@@H:10]([O:11]C(=O)C)[C@H:9]([C:15]2[CH:20]=[CH:19][C:18]([Cl:21])=[C:17]([CH2:22][C:23]3[CH:28]=[CH:27][C:26]([O:29][CH2:30][CH3:31])=[CH:25][CH:24]=3)[CH:16]=2)[O:8]/[C:7](=[N:32]\[OH:33])/[C@H:6]1[O:34]C(=O)C)(=O)C.N. The catalyst is CO. The product is [Cl:21][C:18]1[CH:19]=[CH:20][C:15]([C@@H:9]2[O:8][C:7](=[N:32][OH:33])[C@@H:6]([OH:34])[C@H:5]([OH:4])[C@H:10]2[OH:11])=[CH:16][C:17]=1[CH2:22][C:23]1[CH:28]=[CH:27][C:26]([O:29][CH2:30][CH3:31])=[CH:25][CH:24]=1. The yield is 0.770. (4) The catalyst is O1CCCC1. The product is [Br:1][C:2]1[CH:7]=[CH:6][C:5]2[C:8]3([CH2:30][O:28][C:4]=2[CH:3]=1)[C:16]1[C:11](=[CH:12][CH:13]=[CH:14][CH:15]=1)[N:10]([CH2:17][C:18]1[O:19][C:20]([C:23]([F:26])([F:25])[F:24])=[CH:21][CH:22]=1)[C:9]3=[O:27]. The reactants are [Br:1][C:2]1[CH:7]=[CH:6][C:5]([CH:8]2[C:16]3[C:11](=[CH:12][CH:13]=[CH:14][CH:15]=3)[N:10]([CH2:17][C:18]3[O:19][C:20]([C:23]([F:26])([F:25])[F:24])=[CH:21][CH:22]=3)[C:9]2=[O:27])=[C:4]([OH:28])[CH:3]=1.Cl[CH2:30]I.C(=O)([O-])[O-].[Cs+].[Cs+]. The yield is 0.780. (5) The reactants are [O:1]1[CH:5]=[CH:4][CH:3]=[C:2]1[C:6](=O)[CH2:7][C:8](=O)[C:9]([O:11][CH2:12][CH3:13])=[O:10].[Sn](Cl)(Cl)(Cl)Cl.[F:21][C:22]1[CH:27]=[CH:26][C:25]([NH:28][NH2:29])=[CH:24][C:23]=1[C:30]#[N:31]. The catalyst is C(O)(=O)C. The product is [C:30]([C:23]1[CH:24]=[C:25]([N:28]2[C:6]([C:2]3[O:1][CH:5]=[CH:4][CH:3]=3)=[CH:7][C:8]([C:9]([O:11][CH2:12][CH3:13])=[O:10])=[N:29]2)[CH:26]=[CH:27][C:22]=1[F:21])#[N:31]. The yield is 0.460. (6) The reactants are [O:1]=[C:2]1[CH2:8][C:7](=[O:9])[N:6]([C:10]2[CH:18]=[CH:17][C:13]([C:14](O)=[O:15])=[CH:12][CH:11]=2)[C:5]2[CH:19]=[CH:20][C:21]3[C:26]([C:4]=2[NH:3]1)=[CH:25][CH:24]=[CH:23][CH:22]=3.[CH2:27]([NH2:34])[C:28]1[CH:33]=[CH:32][CH:31]=[CH:30][CH:29]=1.C1(NC(C2C=CC(N3C(=O)CC(=O)NC4C5C(C=CC3=4)=CC=CC=5)=CC=2)=O)C=CC=CC=1. No catalyst specified. The product is [CH2:27]([NH:34][C:14]([C:13]1[CH:17]=[CH:18][C:10]([N:6]2[C:7](=[O:9])[CH2:8][C:2](=[O:1])[NH:3][C:4]3[C:26]4[C:21]([CH:20]=[CH:19][C:5]2=3)=[CH:22][CH:23]=[CH:24][CH:25]=4)=[CH:11][CH:12]=1)=[O:15])[C:28]1[CH:33]=[CH:32][CH:31]=[CH:30][CH:29]=1. The yield is 0.560. (7) The reactants are Br/[C:2](/[C:11]1[CH:16]=[CH:15][C:14]([C:17]([F:20])([F:19])[F:18])=[CH:13][CH:12]=1)=[CH:3]\[CH:4]=[CH:5]\[C:6]([O:8][CH2:9][CH3:10])=[O:7].C([Sn](CCCC)(CCCC)[C:26]([O:28][CH2:29][CH3:30])=[CH2:27])CCC.C(=O)([O-])O.[Na+]. The catalyst is C1(C)C=CC=CC=1.C1C=CC([P]([Pd]([P](C2C=CC=CC=2)(C2C=CC=CC=2)C2C=CC=CC=2)([P](C2C=CC=CC=2)(C2C=CC=CC=2)C2C=CC=CC=2)[P](C2C=CC=CC=2)(C2C=CC=CC=2)C2C=CC=CC=2)(C2C=CC=CC=2)C2C=CC=CC=2)=CC=1. The product is [CH2:29]([O:28][C:26](=[CH2:27])[C:2]([C:11]1[CH:16]=[CH:15][C:14]([C:17]([F:20])([F:19])[F:18])=[CH:13][CH:12]=1)=[CH:3]/[CH:4]=[CH:5]\[C:6]([O:8][CH2:9][CH3:10])=[O:7])[CH3:30]. The yield is 0.850.